From a dataset of Reaction yield outcomes from USPTO patents with 853,638 reactions. Predict the reaction yield, written as a fraction of the theoretical maximum amount of product (1.0 means a 100% yield; for example, 0.34 means a 34% yield). The reactants are [C:1]1([CH3:7])[CH:6]=[CH:5][CH:4]=[CH:3][CH:2]=1.C[Zn]C.[C:11](O[C:11](=[O:15])[CH2:12][CH2:13][CH3:14])(=[O:15])[CH2:12][CH2:13][CH3:14].[C:22]1(=[O:37])[CH2:36]CCCCCC[CH2:29][CH2:28][CH2:27][CH2:26][CH2:25][CH:24]=[CH:23]1. The catalyst is C(S([O-])(=O)=O)(F)(F)F.C(S([O-])(=O)=O)(F)(F)F.[Cu+2].C1(C)C(C)=CC=CC=1. The product is [C:11]([O:36][C:22]1[CH2:23][CH2:24][CH2:25][CH2:26][CH2:27][CH2:28][CH2:29][CH2:2][CH2:3][CH2:4][CH2:5][CH2:6][C@@H:1]([CH3:7])[CH:37]=1)(=[O:15])[CH2:12][CH2:13][CH3:14]. The yield is 0.910.